From a dataset of Peptide-MHC class I binding affinity with 185,985 pairs from IEDB/IMGT. Regression. Given a peptide amino acid sequence and an MHC pseudo amino acid sequence, predict their binding affinity value. This is MHC class I binding data. (1) The peptide sequence is ESNILDIDLR. The MHC is HLA-A68:01 with pseudo-sequence HLA-A68:01. The binding affinity (normalized) is 0.530. (2) The peptide sequence is YNDWEGNEL. The MHC is HLA-B39:01 with pseudo-sequence HLA-B39:01. The binding affinity (normalized) is 0.409. (3) The peptide sequence is AFDAPTLYVK. The MHC is HLA-A03:01 with pseudo-sequence HLA-A03:01. The binding affinity (normalized) is 0.285. (4) The peptide sequence is VLSRKYTSF. The MHC is Patr-A0301 with pseudo-sequence Patr-A0301. The binding affinity (normalized) is 0.